From a dataset of Catalyst prediction with 721,799 reactions and 888 catalyst types from USPTO. Predict which catalyst facilitates the given reaction. (1) Product: [CH:27]1([NH:30][C:24]([C:21]2[CH:22]=[CH:23][C:18]3[N:19]([C:15]([CH2:14][O:13][C:7]4[C:6]5[C:11](=[CH:12][C:3]([O:2][CH3:1])=[CH:4][CH:5]=5)[N:10]=[CH:9][CH:8]=4)=[N:16][N:17]=3)[CH:20]=2)=[O:25])[CH2:29][CH2:28]1. The catalyst class is: 3. Reactant: [CH3:1][O:2][C:3]1[CH:12]=[C:11]2[C:6]([C:7]([O:13][CH2:14][C:15]3[N:19]4[CH:20]=[C:21]([C:24](O)=[O:25])[CH:22]=[CH:23][C:18]4=[N:17][N:16]=3)=[CH:8][CH:9]=[N:10]2)=[CH:5][CH:4]=1.[CH:27]1([NH2:30])[CH2:29][CH2:28]1.ON1C2N=CC=CC=2N=N1.Cl.C(N=C=NCCCN(C)C)C.C(N(C(C)C)C(C)C)C. (2) Reactant: [C:1]([CH2:3][C:4]1([N:15]2[CH:19]=[C:18](B3OC(C)(C)C(C)(C)O3)[CH:17]=[N:16]2)[CH2:7][N:6]([C:8]([O:10][C:11]([CH3:14])([CH3:13])[CH3:12])=[O:9])[CH2:5]1)#[N:2].Br[C:30]1[C:31]([CH3:36])=[N:32][NH:33][C:34]=1[CH3:35].C(=O)([O-])[O-].[Na+].[Na+]. Product: [C:1]([CH2:3][C:4]1([N:15]2[CH:19]=[C:18]([C:30]3[C:31]([CH3:36])=[N:32][NH:33][C:34]=3[CH3:35])[CH:17]=[N:16]2)[CH2:5][N:6]([C:8]([O:10][C:11]([CH3:14])([CH3:13])[CH3:12])=[O:9])[CH2:7]1)#[N:2]. The catalyst class is: 70. (3) Reactant: [I:1][CH2:2][CH:3]1[CH2:7][CH2:6][CH2:5][CH2:4]1.[C:8]1([P:14]([C:21]2[CH:26]=[CH:25][CH:24]=[CH:23][CH:22]=2)[C:15]2[CH:20]=[CH:19][CH:18]=[CH:17][CH:16]=2)[CH:13]=[CH:12][CH:11]=[CH:10][CH:9]=1. The catalyst class is: 10. Product: [I-:1].[CH:3]1([CH2:2][P+:14]([C:15]2[CH:16]=[CH:17][CH:18]=[CH:19][CH:20]=2)([C:21]2[CH:26]=[CH:25][CH:24]=[CH:23][CH:22]=2)[C:8]2[CH:9]=[CH:10][CH:11]=[CH:12][CH:13]=2)[CH2:7][CH2:6][CH2:5][CH2:4]1. (4) Reactant: C([O:3][C:4](=[O:25])[C:5]1[CH:10]=[C:9]([N:11]2[C:15]([CH3:16])=[CH:14][CH:13]=[C:12]2[C:17]2[CH:22]=[C:21]([Br:23])[CH:20]=[CH:19][C:18]=2[OH:24])[CH:8]=[N:7][CH:6]=1)C.[F:26][C:27]1[CH:34]=[CH:33][C:30]([CH2:31]Br)=[CH:29][CH:28]=1.C(=O)([O-])[O-].[K+].[K+]. Product: [Br:23][C:21]1[CH:20]=[CH:19][C:18]([O:24][CH2:31][C:30]2[CH:33]=[CH:34][C:27]([F:26])=[CH:28][CH:29]=2)=[C:17]([C:12]2[N:11]([C:9]3[CH:8]=[N:7][CH:6]=[C:5]([CH:10]=3)[C:4]([OH:3])=[O:25])[C:15]([CH3:16])=[CH:14][CH:13]=2)[CH:22]=1. The catalyst class is: 173.